Dataset: Full USPTO retrosynthesis dataset with 1.9M reactions from patents (1976-2016). Task: Predict the reactants needed to synthesize the given product. (1) Given the product [CH3:22][O:23][C:24]1[CH:25]=[C:26]2[C:30](=[CH:31][CH:32]=1)[NH:29][C:28](=[O:33])[C:27]2=[CH:20][C:3]1[NH:4][C:5]2[CH2:10][CH2:9][N:8]([CH2:11][CH2:12][N:13]3[CH2:14][CH2:15][O:16][CH2:17][CH2:18]3)[C:7](=[O:19])[C:6]=2[C:2]=1[CH3:1], predict the reactants needed to synthesize it. The reactants are: [CH3:1][C:2]1[C:6]2[C:7](=[O:19])[N:8]([CH2:11][CH2:12][N:13]3[CH2:18][CH2:17][O:16][CH2:15][CH2:14]3)[CH2:9][CH2:10][C:5]=2[NH:4][C:3]=1[CH:20]=O.[CH3:22][O:23][C:24]1[CH:25]=[C:26]2[C:30](=[CH:31][CH:32]=1)[NH:29][C:28](=[O:33])[CH2:27]2. (2) Given the product [Cl:20][C:21]1[CH:22]=[CH:23][C:24]([CH:27]([NH:30][C:3]2[S:4]/[C:5](=[CH:9]\[C:10]3[CH:11]=[C:12]4[C:17](=[CH:18][CH:19]=3)[N:16]=[CH:15][CH:14]=[CH:13]4)/[C:6](=[O:8])[N:7]=2)[CH2:28][OH:29])=[CH:25][CH:26]=1, predict the reactants needed to synthesize it. The reactants are: CS[C:3]1[S:4]/[C:5](=[CH:9]\[C:10]2[CH:11]=[C:12]3[C:17](=[CH:18][CH:19]=2)[N:16]=[CH:15][CH:14]=[CH:13]3)/[C:6](=[O:8])[N:7]=1.[Cl:20][C:21]1[CH:26]=[CH:25][C:24]([CH:27]([NH2:30])[CH2:28][OH:29])=[CH:23][CH:22]=1.CCN(C(C)C)C(C)C. (3) The reactants are: CC1(C)C(C)(C)C=[N:5][C:4](B2OCCO2)=C1.[C:16](=[O:19])([O-])[O-].[K+].[K+].Br[C:23]1[S:24][CH:25]=[CH:26][CH:27]=1.[CH3:28][CH2:29][CH2:30][CH2:31][CH2:32][CH2:33][CH3:34]. Given the product [CH2:29]([C:30]1[C:4]([O:19][CH3:16])=[N:5][C:33]([CH3:34])=[C:32]([C:23]2[S:24][CH:25]=[CH:26][CH:27]=2)[CH:31]=1)[CH3:28], predict the reactants needed to synthesize it. (4) Given the product [OH:23][C:22]1[CH:21]=[CH:20][C:15]([C:16]([O:18][CH3:19])=[O:17])=[CH:14][C:13]=1[CH:11]=[CH2:1], predict the reactants needed to synthesize it. The reactants are: [CH3:1][Si]([N-][Si](C)(C)C)(C)C.[Li+].[CH:11]([C:13]1[CH:14]=[C:15]([CH:20]=[CH:21][C:22]=1[OH:23])[C:16]([O:18][CH3:19])=[O:17])=O.Cl. (5) Given the product [F:1][C:2]1[CH:7]=[C:6]([I:8])[CH:5]=[CH:4][C:3]=1[NH:9][C:10]1[C:11]([C:18]([Cl:30])=[O:20])=[N:12][N:13]([CH3:17])[C:14](=[O:16])[CH:15]=1, predict the reactants needed to synthesize it. The reactants are: [F:1][C:2]1[CH:7]=[C:6]([I:8])[CH:5]=[CH:4][C:3]=1[NH:9][C:10]1[C:11]([C:18]([OH:20])=O)=[N:12][N:13]([CH3:17])[C:14](=[O:16])[CH:15]=1.CN(C)C=O.C(Cl)(=O)CC([Cl:30])=O. (6) Given the product [Br:28][C:25]1[CH:24]=[CH:23][C:22]([CH2:21][CH:17]([NH:16][C:2]2[C:11]([C:12]([OH:14])=[O:13])=[CH:10][C:9]3[C:4](=[CH:5][CH:6]=[C:7]([Cl:15])[CH:8]=3)[N:3]=2)[C:18]([OH:20])=[O:19])=[CH:27][CH:26]=1, predict the reactants needed to synthesize it. The reactants are: Cl[C:2]1[C:11]([C:12]([OH:14])=[O:13])=[CH:10][C:9]2[C:4](=[CH:5][CH:6]=[C:7]([Cl:15])[CH:8]=2)[N:3]=1.[NH2:16][CH:17]([CH2:21][C:22]1[CH:27]=[CH:26][C:25]([Br:28])=[CH:24][CH:23]=1)[C:18]([OH:20])=[O:19]. (7) Given the product [CH3:1][O:2][C:3]([C:5]1[CH2:9][C@@H:8]([CH3:10])[CH2:7][C:6]=1[O:11][S:21]([C:24]([F:27])([F:26])[F:25])(=[O:23])=[O:22])=[O:4], predict the reactants needed to synthesize it. The reactants are: [CH3:1][O:2][C:3]([CH:5]1[CH2:9][CH:8]([CH3:10])[CH2:7][C:6]1=[O:11])=[O:4].C(N(C(C)C)CC)(C)C.[S:21](O[S:21]([C:24]([F:27])([F:26])[F:25])(=[O:23])=[O:22])([C:24]([F:27])([F:26])[F:25])(=[O:23])=[O:22].CCOC(C)=O.